Task: Predict which catalyst facilitates the given reaction.. Dataset: Catalyst prediction with 721,799 reactions and 888 catalyst types from USPTO (1) Reactant: C[O:2][C:3]1[CH:4]=[C:5]2[C:9](=[CH:10][CH:11]=1)[N:8]([C:12]([C:14]1[CH:15]=[C:16]([CH:21]=[CH:22][CH:23]=1)[C:17]([O:19][CH3:20])=[O:18])=[O:13])[CH:7]=[CH:6]2.B(Br)(Br)Br. Product: [OH:2][C:3]1[CH:4]=[C:5]2[C:9](=[CH:10][CH:11]=1)[N:8]([C:12]([C:14]1[CH:15]=[C:16]([CH:21]=[CH:22][CH:23]=1)[C:17]([O:19][CH3:20])=[O:18])=[O:13])[CH:7]=[CH:6]2. The catalyst class is: 4. (2) Reactant: [F:1][C:2]([F:17])([F:16])[C:3]1[CH:15]=[CH:14][C:6]2[C:7](=O)[NH:8][CH2:9][C:10](=O)[NH:11][C:5]=2[CH:4]=1.[H-].[Al+3].[Li+].[H-].[H-].[H-]. Product: [F:17][C:2]([F:1])([F:16])[C:3]1[CH:15]=[CH:14][C:6]2[CH2:7][NH:8][CH2:9][CH2:10][NH:11][C:5]=2[CH:4]=1. The catalyst class is: 1. (3) Reactant: [H-].[Na+].[C:3]([O:9][C:10]([CH3:13])([CH3:12])[CH3:11])(=[O:8])[CH2:4][C:5]([CH3:7])=[O:6].[CH2:14]([Li])[CH2:15][CH2:16][CH3:17].ICCCC.[Cl-].[NH4+]. Product: [C:10]([O:9][C:3](=[O:8])[CH2:4][C:5](=[O:6])[CH2:7][CH2:14][CH2:15][CH2:16][CH3:17])([CH3:13])([CH3:12])[CH3:11]. The catalyst class is: 1. (4) Reactant: [N:1]1[C:10]2[C:5](=[CH:6][CH:7]=[CH:8][CH:9]=2)[CH:4]=[CH:3][C:2]=1[CH2:11][O:12][C:13]1[CH:18]=[CH:17][C:16]([CH2:19][C:20]([OH:22])=O)=[CH:15][CH:14]=1.O=S(Cl)[Cl:25]. The catalyst class is: 22. Product: [N:1]1[C:10]2[C:5](=[CH:6][CH:7]=[CH:8][CH:9]=2)[CH:4]=[CH:3][C:2]=1[CH2:11][O:12][C:13]1[CH:18]=[CH:17][C:16]([CH2:19][C:20]([Cl:25])=[O:22])=[CH:15][CH:14]=1. (5) Reactant: ClC1C=CC=C(C(OO)=[O:9])C=1.[F:12][C:13]1[CH:21]=[C:20]2[C:16]([C:17]([CH2:33][C:34]([OH:36])=[O:35])=[C:18]([CH3:32])[C:19]2=[CH:22][C:23]2[CH:28]=[CH:27][C:26]([S:29]([CH3:31])=[O:30])=[CH:25][CH:24]=2)=[CH:15][C:14]=1[O:37][CH3:38]. Product: [F:12][C:13]1[CH:21]=[C:20]2[C:16]([C:17]([CH2:33][C:34]([OH:36])=[O:35])=[C:18]([CH3:32])[C:19]2=[CH:22][C:23]2[CH:28]=[CH:27][C:26]([S:29]([CH3:31])(=[O:9])=[O:30])=[CH:25][CH:24]=2)=[CH:15][C:14]=1[O:37][CH3:38]. The catalyst class is: 21.